Dataset: Catalyst prediction with 721,799 reactions and 888 catalyst types from USPTO. Task: Predict which catalyst facilitates the given reaction. (1) Reactant: [CH:1](NC(C)C)(C)C.C([Li])CCC.[Br:13][C:14]1[S:18][C:17]([C:19]([NH:21][CH:22]([CH3:27])[C:23]([O:25][CH3:26])=[O:24])=[O:20])=[CH:16][CH:15]=1.C1OC1.[Cl-].[NH4+]. Product: [CH3:27][C:22]1([NH:21][C:19]([C:17]2[S:18][C:14]([Br:13])=[CH:15][CH:16]=2)=[O:20])[CH2:1][CH2:26][O:25][C:23]1=[O:24]. The catalyst class is: 134. (2) Reactant: [CH:1]([Mg]Cl)([CH3:3])[CH3:2].[Cl:6][C:7]1[CH:12]=[CH:11][C:10](I)=[CH:9][N:8]=1.[Cl-:14].[Na+].[OH2:16]. Product: [Cl:14][C:2]1[CH:12]=[CH:11][CH:10]=[CH:9][C:1]=1[CH:3]([C:10]1[CH:11]=[CH:12][C:7]([Cl:6])=[N:8][CH:9]=1)[OH:16]. The catalyst class is: 7.